This data is from Full USPTO retrosynthesis dataset with 1.9M reactions from patents (1976-2016). The task is: Predict the reactants needed to synthesize the given product. (1) Given the product [C:1]([NH:8][C:9]1[S:10][CH:16]=[C:14]([CH2:13][Cl:12])[N:11]=1)([O:3][C:4]([CH3:6])([CH3:7])[CH3:5])=[O:2], predict the reactants needed to synthesize it. The reactants are: [C:1]([NH:8][C:9]([NH2:11])=[S:10])([O:3][C:4]([CH3:7])([CH3:6])[CH3:5])=[O:2].[Cl:12][CH2:13][C:14]([CH2:16]Cl)=O.C([O-])(O)=O.[Na+]. (2) Given the product [CH2:1]([O:3][C:4]([N:6]1[C:14]2[C:9](=[CH:10][C:11]([C:15]3[N:16]([CH3:24])[N:17]=[C:18]([C:20]([F:22])([F:23])[F:21])[CH:19]=3)=[CH:12][CH:13]=2)[CH:8]=[C:7]1[O:25][S:36]([C:39]([F:42])([F:41])[F:40])(=[O:37])=[O:35])=[O:5])[CH3:2], predict the reactants needed to synthesize it. The reactants are: [CH2:1]([O:3][C:4]([N:6]1[C:14]2[C:9](=[CH:10][C:11]([C:15]3[N:16]([CH3:24])[N:17]=[C:18]([C:20]([F:23])([F:22])[F:21])[CH:19]=3)=[CH:12][CH:13]=2)[CH2:8][C:7]1=[O:25])=[O:5])[CH3:2].CCN(C(C)C)C(C)C.[O:35](S(C(F)(F)F)(=O)=O)[S:36]([C:39]([F:42])([F:41])[F:40])(=O)=[O:37]. (3) Given the product [C:29]([O:32][C@H:33]([C:36]#[C:37][C:38]#[C:39][C@H:40]([NH:50][C:6](=[O:8])[C:5]1[CH:9]=[CH:10][CH:11]=[C:3]([C:2]([F:1])([F:13])[F:12])[CH:4]=1)[CH2:41][CH2:42][CH2:43][CH2:44][CH2:45][CH2:46][CH2:47][CH2:48][CH3:49])[CH:34]=[CH2:35])(=[O:31])[CH3:30], predict the reactants needed to synthesize it. The reactants are: [F:1][C:2]([F:13])([F:12])[C:3]1[CH:4]=[C:5]([CH:9]=[CH:10][CH:11]=1)[C:6]([OH:8])=O.C1CCC(N=C=NC2CCCCC2)CC1.[C:29]([O:32][C@H:33]([C:36]#[C:37][C:38]#[C:39][C@H:40]([NH2:50])[CH2:41][CH2:42][CH2:43][CH2:44][CH2:45][CH2:46][CH2:47][CH2:48][CH3:49])[CH:34]=[CH2:35])(=[O:31])[CH3:30]. (4) Given the product [N:1]([C:2]1[CH:3]=[C:4]([CH:8]=[CH:9][C:10]=1[CH3:11])[C:5]([OH:7])=[O:6])=[N+:16]=[N-:17], predict the reactants needed to synthesize it. The reactants are: [NH2:1][C:2]1[CH:3]=[C:4]([CH:8]=[CH:9][C:10]=1[CH3:11])[C:5]([OH:7])=[O:6].N([O-])=O.[Na+].[N-:16]=[N+:17]=[N-].[Na+]. (5) The reactants are: [CH3:1][O:2][C:3](=[O:41])[CH:4]([C:10]1[CH:11]=[C:12]([C:25]2[CH:30]=[C:29]([C:31]([NH2:33])=[O:32])[CH:28]=[CH:27][C:26]=2[O:34][CH2:35][O:36][CH2:37][CH2:38][O:39][CH3:40])[C:13]([O:18][CH2:19][O:20][CH2:21][CH2:22][O:23][CH3:24])=[C:14]([C:16]#[CH:17])[CH:15]=1)[CH2:5][C:6]([O:8][CH3:9])=[O:7].I[C:43]1[CH:44]=[C:45]([CH:48]=[CH:49][C:50]=1[NH:51][C:52]([O:54][C:55]([CH3:58])([CH3:57])[CH3:56])=[O:53])[C:46]#[N:47].C([N:61](CC)CC)C.N#N.C(O)(=O)CC(CC(O)=O)(C(O)=O)O. Given the product [C:46]([C:45]1[CH:48]=[C:49]2[C:50](=[CH:43][CH:44]=1)[NH:51][C:16]([C:14]1[CH:15]=[C:10]([CH:4]([CH2:5][C:6]([OH:8])=[O:7])[C:3]([OH:2])=[O:41])[CH:11]=[C:12]([C:25]3[CH:30]=[C:29]([C:31]([NH2:33])=[O:32])[CH:28]=[CH:27][C:26]=3[OH:34])[C:13]=1[OH:18])=[CH:17]2)(=[NH:47])[NH2:61].[CH3:1][O:2][C:3](=[O:41])[CH:4]([C:10]1[CH:11]=[C:12]([C:25]2[CH:30]=[C:29]([C:31]([NH2:33])=[O:32])[CH:28]=[CH:27][C:26]=2[O:34][CH2:35][O:36][CH2:37][CH2:38][O:39][CH3:40])[C:13]([O:18][CH2:19][O:20][CH2:21][CH2:22][O:23][CH3:24])=[C:14]([C:16]#[C:17][C:43]2[CH:44]=[C:45]([C:46]#[N:47])[CH:48]=[CH:49][C:50]=2[NH:51][C:52]([O:54][C:55]([CH3:58])([CH3:57])[CH3:56])=[O:53])[CH:15]=1)[CH2:5][C:6]([O:8][CH3:9])=[O:7], predict the reactants needed to synthesize it. (6) Given the product [F:28][C:25]1[CH:26]=[CH:27][C:22]([O:21][C:18]2[CH:19]=[CH:20][C:15]([O:14][CH2:13][C@H:9]3[CH2:10][CH2:11][CH2:12][NH:8]3)=[CH:16][CH:17]=2)=[CH:23][CH:24]=1, predict the reactants needed to synthesize it. The reactants are: C(OC([N:8]1[CH2:12][CH2:11][CH2:10][C@@H:9]1[CH2:13][O:14][C:15]1[CH:20]=[CH:19][C:18]([O:21][C:22]2[CH:27]=[CH:26][C:25]([F:28])=[CH:24][CH:23]=2)=[CH:17][CH:16]=1)=O)(C)(C)C.Cl.